From a dataset of Peptide-MHC class II binding affinity with 134,281 pairs from IEDB. Regression. Given a peptide amino acid sequence and an MHC pseudo amino acid sequence, predict their binding affinity value. This is MHC class II binding data. (1) The peptide sequence is TRILTIPQSLDSWWTSLNF. The MHC is HLA-DPA10301-DPB10402 with pseudo-sequence HLA-DPA10301-DPB10402. The binding affinity (normalized) is 0.335. (2) The peptide sequence is MRNVFDDVVPADFKV. The MHC is DRB5_0101 with pseudo-sequence DRB5_0101. The binding affinity (normalized) is 0.331. (3) The peptide sequence is GGSILKISNKFHTKG. The MHC is HLA-DQA10501-DQB10201 with pseudo-sequence HLA-DQA10501-DQB10201. The binding affinity (normalized) is 0.120.